From a dataset of Catalyst prediction with 721,799 reactions and 888 catalyst types from USPTO. Predict which catalyst facilitates the given reaction. (1) Reactant: [Cl-].[NH4+].[C:3]([O:7][C:8](=[O:28])[NH:9][CH2:10][C:11]1[CH:16]=[C:15]([O:17][C:18]2[CH:23]=[CH:22][CH:21]=[CH:20][C:19]=2[F:24])[CH:14]=[CH:13][C:12]=1[N+:25]([O-])=O)([CH3:6])([CH3:5])[CH3:4].C(O)C. Product: [C:3]([O:7][C:8](=[O:28])[NH:9][CH2:10][C:11]1[CH:16]=[C:15]([O:17][C:18]2[CH:23]=[CH:22][CH:21]=[CH:20][C:19]=2[F:24])[CH:14]=[CH:13][C:12]=1[NH2:25])([CH3:6])([CH3:4])[CH3:5]. The catalyst class is: 150. (2) Reactant: [Cl:1][C:2]1[CH:3]=[CH:4][C:5]([N+:16]([O-])=O)=[C:6]([CH:15]=1)[C:7]([NH:9][CH:10]([CH:12]1[CH2:14][CH2:13]1)[CH3:11])=[O:8].Cl.O. Product: [NH2:16][C:5]1[CH:4]=[CH:3][C:2]([Cl:1])=[CH:15][C:6]=1[C:7]([NH:9][CH:10]([CH:12]1[CH2:14][CH2:13]1)[CH3:11])=[O:8]. The catalyst class is: 8. (3) Reactant: Cl[C:2]1[N:3]=[C:4]([NH:15][CH2:16][C:17]2[CH:18]=[N:19][C:20]3[C:25]([CH:26]=2)=[CH:24][CH:23]=[CH:22][CH:21]=3)[C:5]2[CH2:10][N:9]([CH:11]([CH3:13])[CH3:12])[C:8](=[O:14])[C:6]=2[N:7]=1.[N:27]1(C(OC(C)(C)C)=O)[CH2:32][CH2:31][NH:30][CH2:29][CH2:28]1.CCN(C(C)C)C(C)C.[C:49]([OH:55])([C:51]([F:54])([F:53])[F:52])=[O:50]. Product: [CH:11]([N:9]1[CH2:10][C:5]2[C:4]([NH:15][CH2:16][C:17]3[CH:18]=[N:19][C:20]4[C:25]([CH:26]=3)=[CH:24][CH:23]=[CH:22][CH:21]=4)=[N:3][C:2]([N:27]3[CH2:32][CH2:31][NH:30][CH2:29][CH2:28]3)=[N:7][C:6]=2[C:8]1=[O:14])([CH3:13])[CH3:12].[C:49]([OH:55])([C:51]([F:54])([F:53])[F:52])=[O:50]. The catalyst class is: 41. (4) Product: [CH2:1]([C:5]1[N:6]([C:21]2[CH:22]=[CH:23][C:24]([O:27][C:28]3[CH:33]=[CH:32][C:31]([Cl:34])=[CH:30][CH:29]=3)=[CH:25][CH:26]=2)[CH:7]=[C:8]([C:10]2[CH:11]=[CH:12][C:13]([O:16][CH2:17][C@@H:18]([OH:19])[CH2:20][N:36]([CH3:37])[CH3:35])=[CH:14][CH:15]=2)[N:9]=1)[CH2:2][CH2:3][CH3:4]. Reactant: [CH2:1]([C:5]1[N:6]([C:21]2[CH:26]=[CH:25][C:24]([O:27][C:28]3[CH:33]=[CH:32][C:31]([Cl:34])=[CH:30][CH:29]=3)=[CH:23][CH:22]=2)[CH:7]=[C:8]([C:10]2[CH:15]=[CH:14][C:13]([O:16][CH2:17][C@@H:18]3[CH2:20][O:19]3)=[CH:12][CH:11]=2)[N:9]=1)[CH2:2][CH2:3][CH3:4].[CH3:35][NH:36][CH3:37]. The catalyst class is: 1. (5) Reactant: [CH3:1][O:2][C:3](=[O:12])[C:4]1[CH:9]=[CH:8][C:7]([CH2:10][OH:11])=[CH:6][CH:5]=1.C1(P(C2C=CC=CC=2)C2C=CC3C(=CC=CC=3)C=2C2C3C(=CC=CC=3)C=CC=2P(C2C=CC=CC=2)C2C=CC=CC=2)C=CC=CC=1.Cl[C:60]1[C:65]([C:66]2[N:70]([CH2:71][CH:72]3[CH2:77][CH2:76][CH2:75][CH2:74][CH2:73]3)[C:69]3[CH:78]=[C:79]([F:83])[C:80]([F:82])=[CH:81][C:68]=3[N:67]=2)=[CH:64][CH:63]=[CH:62][N:61]=1.C(=O)([O-])[O-].[Cs+].[Cs+]. Product: [CH3:1][O:2][C:3](=[O:12])[C:4]1[CH:9]=[CH:8][C:7]([CH2:10][O:11][C:60]2[C:65]([C:66]3[N:70]([CH2:71][CH:72]4[CH2:73][CH2:74][CH2:75][CH2:76][CH2:77]4)[C:69]4[CH:78]=[C:79]([F:83])[C:80]([F:82])=[CH:81][C:68]=4[N:67]=3)=[CH:64][CH:63]=[CH:62][N:61]=2)=[CH:6][CH:5]=1. The catalyst class is: 164.